Dataset: Forward reaction prediction with 1.9M reactions from USPTO patents (1976-2016). Task: Predict the product of the given reaction. Given the reactants [CH3:1][C:2]1[CH:3]=[CH:4][C:5]2[CH2:6][C:7]3[C:20]([C:21](=O)[C:22]=2[CH:23]=1)=[CH:19][C:18]1[CH2:17][C:16]2[C:11](=[CH:12][C:13]([CH3:25])=[CH:14][CH:15]=2)[C:10](=O)[C:9]=1[CH:8]=3.CO.C(O)(=O)C.Cl, predict the reaction product. The product is: [CH3:1][C:2]1[CH:3]=[CH:4][C:5]2[C:22](=[CH:21][C:20]3[C:7]([CH:6]=2)=[CH:8][C:9]2[C:18](=[CH:17][C:16]4[C:11]([CH:10]=2)=[CH:12][C:13]([CH3:25])=[CH:14][CH:15]=4)[CH:19]=3)[CH:23]=1.